This data is from Full USPTO retrosynthesis dataset with 1.9M reactions from patents (1976-2016). The task is: Predict the reactants needed to synthesize the given product. (1) Given the product [Cl:31][C:25]1[CH:26]=[C:27]([Cl:30])[CH:28]=[CH:29][C:24]=1[C:22](=[O:23])[CH2:21][N:16]1[CH2:17][CH2:18][C:11]2([C:10](=[O:19])[N:9]([C:6]3[CH:5]=[CH:4][C:3]([CH2:1][CH3:2])=[CH:8][CH:7]=3)[CH2:13][CH2:12]2)[CH2:14][CH2:15]1, predict the reactants needed to synthesize it. The reactants are: [CH2:1]([C:3]1[CH:8]=[CH:7][C:6]([N:9]2[CH2:13][CH2:12][C:11]3([CH2:18][CH2:17][NH:16][CH2:15][CH2:14]3)[C:10]2=[O:19])=[CH:5][CH:4]=1)[CH3:2].Br[CH2:21][C:22]([C:24]1[CH:29]=[CH:28][C:27]([Cl:30])=[CH:26][C:25]=1[Cl:31])=[O:23].C(N(CC)CC)C. (2) Given the product [Br:13][C:9]1[CH:8]=[C:7]([CH2:6][CH:2]([NH:1][C:21](=[O:27])[C:22]([O:24][CH2:25][CH3:26])=[O:23])[C:3]([OH:5])=[O:4])[CH:12]=[CH:11][CH:10]=1, predict the reactants needed to synthesize it. The reactants are: [NH2:1][CH:2]([CH2:6][C:7]1[CH:12]=[CH:11][CH:10]=[C:9]([Br:13])[CH:8]=1)[C:3]([OH:5])=[O:4].C([O-])(O)=O.[Na+].O.Cl[C:21](=[O:27])[C:22]([O:24][CH2:25][CH3:26])=[O:23]. (3) Given the product [Cl:28][C:29]1[CH:30]=[C:31]([C@@H:39]([CH2:49][CH:50]2[CH2:51][CH2:52][CH2:53][CH2:54]2)[C:40]([NH:42][C:43]2[CH:47]=[CH:46][N:45]([CH2:48][CH2:1][CH3:2])[N:44]=2)=[O:41])[CH:32]=[CH:33][C:34]=1[S:35]([CH3:38])(=[O:37])=[O:36], predict the reactants needed to synthesize it. The reactants are: [C:1]1(P(C2C=CC=CC=2)C2C=CC=CC=2)C=CC=C[CH:2]=1.BrN1C(=O)CCC1=O.[Cl:28][C:29]1[CH:30]=[C:31]([C@@H:39]([CH2:49][CH:50]2[CH2:54][CH2:53][CH2:52][CH2:51]2)[C:40]([NH:42][C:43]2[CH:47]=[CH:46][N:45]([CH3:48])[N:44]=2)=[O:41])[CH:32]=[CH:33][C:34]=1[S:35]([CH3:38])(=[O:37])=[O:36].C(N1C=CC(N)=N1)CC.N1C(C)=CC=CC=1C.